From a dataset of Full USPTO retrosynthesis dataset with 1.9M reactions from patents (1976-2016). Predict the reactants needed to synthesize the given product. (1) Given the product [NH2:1][C:4]1[CH:5]=[CH:6][C:7]([CH3:23])=[C:8]([NH:10][C:11]2[N:24]=[C:15]([C:17]3[CH:18]=[N:19][CH:20]=[CH:21][CH:22]=3)[CH:14]=[CH:13][N:12]=2)[CH:9]=1, predict the reactants needed to synthesize it. The reactants are: [N+:1]([C:4]1[CH:5]=[CH:6][C:7]([CH3:23])=[C:8]([NH:10][C:11]2C=[C:15]([C:17]3[CH:18]=[N:19][CH:20]=[CH:21][CH:22]=3)[CH:14]=[CH:13][N:12]=2)[CH:9]=1)([O-])=O.[NH2:24]N. (2) Given the product [NH:7]1[C:15]2[C:10](=[CH:11][CH:12]=[CH:13][CH:14]=2)[C:9]([CH2:16][CH2:17][CH2:18][OH:19])=[CH:8]1, predict the reactants needed to synthesize it. The reactants are: [H-].[Al+3].[Li+].[H-].[H-].[H-].[NH:7]1[C:15]2[C:10](=[CH:11][CH:12]=[CH:13][CH:14]=2)[C:9]([CH2:16][CH2:17][C:18](O)=[O:19])=[CH:8]1.O.O.OS(O)(=O)=O. (3) Given the product [CH2:1]([O:8][C:9]1[CH:19]=[C:12]2[C:13](=[O:18])[N:14]([C:21]3[CH:26]=[CH:25][C:24]([F:27])=[CH:23][CH:22]=3)[CH2:15][CH2:16][CH2:17][N:11]2[N:10]=1)[C:2]1[CH:3]=[CH:4][CH:5]=[CH:6][CH:7]=1, predict the reactants needed to synthesize it. The reactants are: [CH2:1]([O:8][C:9]1[CH:19]=[C:12]2[C:13](=[O:18])[NH:14][CH2:15][CH2:16][CH2:17][N:11]2[N:10]=1)[C:2]1[CH:7]=[CH:6][CH:5]=[CH:4][CH:3]=1.I[C:21]1[CH:26]=[CH:25][C:24]([F:27])=[CH:23][CH:22]=1.CN(C)CCN. (4) Given the product [Br-:12].[OH:16][CH2:15][CH2:14][CH2:13][N+:1]1[C:11]2[C:6](=[CH:7][CH:8]=[CH:9][CH:10]=2)[C:4]([CH3:5])=[CH:3][CH:2]=1, predict the reactants needed to synthesize it. The reactants are: [N:1]1[C:11]2[C:6](=[CH:7][CH:8]=[CH:9][CH:10]=2)[C:4]([CH3:5])=[CH:3][CH:2]=1.[Br:12][CH2:13][CH2:14][CH2:15][OH:16].C(O)CCC.O.C(O)(=O)C. (5) Given the product [CH:5]1([C:8]2[NH:9][C:10]3[C:11]([N:27]=2)=[N:12][CH:13]=[C:14]([C:16]2[CH:17]=[CH:18][C:19]4[O:25][CH2:24][CH2:23][N:22]([C:36]5[C:45]6[CH2:44][C:43]([CH3:46])([CH3:47])[CH2:42][CH2:41][C:40]=6[N:39]=[C:38]([CH2:48][N:49]([CH3:51])[CH3:50])[N:37]=5)[CH2:21][C:20]=4[CH:26]=2)[CH:15]=3)[CH2:7][CH2:6]1, predict the reactants needed to synthesize it. The reactants are: C([O-])(=O)C.[CH:5]1([C:8]2[N:9](C(OCC(C)C)=O)[C:10]3[C:11]([N:27]=2)=[N:12][CH:13]=[C:14]([C:16]2[CH:17]=[CH:18][C:19]4[O:25][CH2:24][CH2:23][NH:22][CH2:21][C:20]=4[CH:26]=2)[CH:15]=3)[CH2:7][CH2:6]1.Cl[C:36]1[C:45]2[CH2:44][C:43]([CH3:47])([CH3:46])[CH2:42][CH2:41][C:40]=2[N:39]=[C:38]([CH2:48][N:49]([CH3:51])[CH3:50])[N:37]=1.